This data is from Full USPTO retrosynthesis dataset with 1.9M reactions from patents (1976-2016). The task is: Predict the reactants needed to synthesize the given product. (1) Given the product [CH3:1][O:2][C:3]([C:4]1[CH:9]=[CH:8][C:7]([C:3]2[C:4]([CH3:9])=[CH:5][CH:6]=[CH:7][C:12]=2[CH3:13])=[C:6]([CH3:10])[CH:5]=1)=[O:11], predict the reactants needed to synthesize it. The reactants are: [CH3:1][O:2][C:3](=[O:11])[C:4]1[CH:9]=[CH:8][CH:7]=[C:6]([CH3:10])[CH:5]=1.[CH2:12](O)[CH3:13].O.C(=O)([O-])[O-].[Na+].[Na+]. (2) Given the product [N:14]1[C:13]([CH:21]=[O:22])=[CH:12][N:16]2[CH:17]=[CH:18][CH:19]=[CH:20][C:15]=12, predict the reactants needed to synthesize it. The reactants are: CN(C)CCN(C)C1N=CC([C:12]2[N:16]3[CH:17]=[CH:18][CH:19]=[CH:20][C:15]3=[N:14][C:13]=2[CH2:21][OH:22])=CC=1.CN1CCN(C2N=CC(C3N4C=CC=CC4=NC=3C=O)=CC=2)CC1. (3) Given the product [I:32][C:33]1[CH:38]=[CH:37][C:36](/[C:22](/[C:19]2[CH:20]=[N:21][C:16]([C:10]3[CH:15]=[CH:14][CH:13]=[CH:12][CH:11]=3)=[CH:17][CH:18]=2)=[CH:23]\[CH2:24][OH:25])=[CH:35][CH:34]=1, predict the reactants needed to synthesize it. The reactants are: C[O-].[Na+].[H-].[Al+3].[Li+].[H-].[H-].[H-].[C:10]1([C:16]2[N:21]=[CH:20][C:19]([C:22]#[C:23][CH2:24][OH:25])=[CH:18][CH:17]=2)[CH:15]=[CH:14][CH:13]=[CH:12][CH:11]=1.C(OCC)(=O)C.[I:32][C:33]1[CH:38]=[CH:37][C:36](I)=[CH:35][CH:34]=1.O1C=CC=C1P(C1OC=CC=1)C1OC=CC=1. (4) The reactants are: [Cl:1][C:2]1[CH:7]=[CH:6][C:5]([Cl:8])=[CH:4][C:3]=1[OH:9].[F:10][C:11]([F:35])([F:34])[C:12]1[CH:13]=[C:14]([C:22]2[N:27]=[C:26](Cl)[C:25]([C:29]([O:31][CH2:32][CH3:33])=[O:30])=[CH:24][N:23]=2)[CH:15]=[C:16]([C:18]([F:21])([F:20])[F:19])[CH:17]=1.C(=O)([O-])[O-].[K+].[K+]. Given the product [F:21][C:18]([F:19])([F:20])[C:16]1[CH:15]=[C:14]([C:22]2[N:23]=[C:24]([O:9][C:3]3[CH:4]=[C:5]([Cl:8])[CH:6]=[CH:7][C:2]=3[Cl:1])[C:25]([C:29]([O:31][CH2:32][CH3:33])=[O:30])=[CH:26][N:27]=2)[CH:13]=[C:12]([C:11]([F:35])([F:10])[F:34])[CH:17]=1, predict the reactants needed to synthesize it. (5) Given the product [Br:8][C:7]1[C:2]([C:21]#[C:20][Si:17]([CH3:19])([CH3:18])[CH3:16])=[N:3][CH:4]=[C:5]([C:9]2[CH:14]=[CH:13][C:12]([Cl:15])=[CH:11][CH:10]=2)[CH:6]=1, predict the reactants needed to synthesize it. The reactants are: Br[C:2]1[C:7]([Br:8])=[CH:6][C:5]([C:9]2[CH:14]=[CH:13][C:12]([Cl:15])=[CH:11][CH:10]=2)=[CH:4][N:3]=1.[CH3:16][Si:17]([C:20]#[CH:21])([CH3:19])[CH3:18].BrCl. (6) Given the product [N:30]1([CH:29]2[CH2:21][CH2:20][N:19]([C:22]3[CH:21]=[C:20]4[C:25]([CH:16]=[C:17]([C:27]#[N:28])[CH:18]=[N:19]4)=[CH:24][CH:23]=3)[CH2:18][CH2:17]2)[CH2:34][CH2:33][CH2:32][CH2:31]1, predict the reactants needed to synthesize it. The reactants are: ClC1C=C(N[C:16]2[C:25]3[C:20](=[CH:21][C:22](F)=[CH:23][CH:24]=3)[N:19]=[CH:18][C:17]=2[C:27]#[N:28])C=CC=1SC1N(C)C=CN=1.[CH3:29][N:30]1[CH2:34][CH2:33][CH2:32][C:31]1=O. (7) Given the product [NH2:1][C:2]1[C:11]2[N:10]=[CH:9][C:8]([CH2:12][CH2:13][C:14]3[CH:19]=[CH:18][C:17]([O:20][CH2:38][CH2:37][O:36][CH2:35][CH2:34][O:33][CH2:32][CH2:31][C:30]([P:41](=[O:48])([O:45][CH2:46][CH3:47])[O:42][CH2:43][CH3:44])([F:29])[F:40])=[CH:16][C:15]=3[CH3:21])=[CH:7][C:6]=2[C:5]2[CH:22]=[CH:23][C:24]([CH3:26])=[CH:25][C:4]=2[N:3]=1, predict the reactants needed to synthesize it. The reactants are: [NH2:1][C:2]1[C:11]2[N:10]=[CH:9][C:8]([CH2:12][CH2:13][C:14]3[CH:19]=[CH:18][C:17]([OH:20])=[CH:16][C:15]=3[CH3:21])=[CH:7][C:6]=2[C:5]2[CH:22]=[CH:23][C:24]([CH3:26])=[CH:25][C:4]=2[N:3]=1.[H-].[Na+].[F:29][C:30]([P:41](=[O:48])([O:45][CH2:46][CH3:47])[O:42][CH2:43][CH3:44])([F:40])[CH2:31][CH2:32][O:33][CH2:34][CH2:35][O:36][CH2:37][CH2:38]I.